Dataset: Full USPTO retrosynthesis dataset with 1.9M reactions from patents (1976-2016). Task: Predict the reactants needed to synthesize the given product. (1) Given the product [NH2:1][C:2]1[C:11]2[C:6](=[C:7]([C:23]3[CH:24]=[CH:25][C:20]([F:19])=[CH:21][CH:22]=3)[CH:8]=[CH:9][CH:10]=2)[N:5]=[N:4][C:3]=1[C:13]([NH:15][CH2:16][CH2:17][CH3:18])=[O:14], predict the reactants needed to synthesize it. The reactants are: [NH2:1][C:2]1[C:11]2[C:6](=[C:7](I)[CH:8]=[CH:9][CH:10]=2)[N:5]=[N:4][C:3]=1[C:13]([NH:15][CH2:16][CH2:17][CH3:18])=[O:14].[F:19][C:20]1[CH:25]=[CH:24][C:23](B(O)O)=[CH:22][CH:21]=1. (2) Given the product [NH2:33][CH2:32][C:29]1[CH:30]=[CH:31][C:26]([CH:6]([CH:1]2[CH2:2][CH2:3][CH2:4][CH2:5]2)[C:7]([NH:9][C:10]2[C:11]([CH3:25])=[C:12]([CH2:16][CH2:17][C:18]([O:20][C:21]([CH3:22])([CH3:23])[CH3:24])=[O:19])[CH:13]=[CH:14][CH:15]=2)=[O:8])=[CH:27][CH:28]=1, predict the reactants needed to synthesize it. The reactants are: [CH:1]1([CH:6]([C:26]2[CH:31]=[CH:30][C:29]([CH2:32][N:33]3C(=O)C4C(=CC=CC=4)C3=O)=[CH:28][CH:27]=2)[C:7]([NH:9][C:10]2[C:11]([CH3:25])=[C:12]([CH2:16][CH2:17][C:18]([O:20][C:21]([CH3:24])([CH3:23])[CH3:22])=[O:19])[CH:13]=[CH:14][CH:15]=2)=[O:8])[CH2:5][CH2:4][CH2:3][CH2:2]1.O.NN. (3) Given the product [CH3:26][O:25][C:22]1[CH:21]=[CH:20][C:19]([CH2:18][CH2:17][NH:16][C:5]2[CH:6]=[C:7]([C:9]3[S:13][C:12]([CH2:14][N:27]4[CH2:31][CH2:30][CH2:29][CH2:28]4)=[CH:11][CH:10]=3)[N:8]=[C:3]([O:2][CH3:1])[N:4]=2)=[CH:24][CH:23]=1, predict the reactants needed to synthesize it. The reactants are: [CH3:1][O:2][C:3]1[N:8]=[C:7]([C:9]2[S:13][C:12]([CH:14]=O)=[CH:11][CH:10]=2)[CH:6]=[C:5]([NH:16][CH2:17][CH2:18][C:19]2[CH:24]=[CH:23][C:22]([O:25][CH3:26])=[CH:21][CH:20]=2)[N:4]=1.[NH:27]1[CH2:31][CH2:30][CH2:29][CH2:28]1.C(O[BH-](OC(=O)C)OC(=O)C)(=O)C.[Na+].C(O)(=O)C. (4) Given the product [CH2:20]([NH:19][C:14]1[C:13]([C:11]([NH:10][C:7]2[CH:8]=[CH:9][C:4]([O:3][CH2:1][CH3:2])=[CH:5][CH:6]=2)=[O:12])=[CH:18][CH:17]=[CH:16][N:15]=1)[C:30]1[CH:35]=[CH:34][CH:33]=[CH:32][CH:31]=1, predict the reactants needed to synthesize it. The reactants are: [CH2:1]([O:3][C:4]1[CH:9]=[CH:8][C:7]([NH:10][C:11]([C:13]2[C:14]([NH:19][CH2:20]CC3C=CC=CC=3)=[N:15][CH:16]=[CH:17][CH:18]=2)=[O:12])=[CH:6][CH:5]=1)[CH3:2].C(N)C[C:30]1[CH:35]=[CH:34][CH:33]=[CH:32][CH:31]=1.C(N)C1C=CC=CC=1. (5) Given the product [Br:21][C:7]1[CH:6]=[CH:5][C:4]([N:8]2[CH2:12][C@H:11]([CH2:13][N:14]3[CH:18]=[CH:17][N:16]=[N:15]3)[O:10][C:9]2=[O:19])=[CH:3][C:2]=1[F:1], predict the reactants needed to synthesize it. The reactants are: [F:1][C:2]1[CH:3]=[C:4]([N:8]2[CH2:12][C@H:11]([CH2:13][N:14]3[CH:18]=[CH:17][N:16]=[N:15]3)[O:10][C:9]2=[O:19])[CH:5]=[CH:6][CH:7]=1.Br.[Br:21]([O-])(=O)=O.[Na+].S(S([O-])=O)([O-])(=O)=O.[Na+].[Na+]. (6) Given the product [CH3:14][C:11]1[CH:12]=[CH:13][C:8]([S:7][C:5]([O:4][CH2:2][CH2:3][I:15])=[O:6])=[CH:9][CH:10]=1, predict the reactants needed to synthesize it. The reactants are: Cl[CH:2]([O:4][C:5]([S:7][C:8]1[CH:13]=[CH:12][C:11]([CH3:14])=[CH:10][CH:9]=1)=[O:6])[CH3:3].[I-:15].[Na+]. (7) Given the product [NH2:1][C:2]1[CH:7]=[CH:6][C:5]2[C:8]3[C:9]([O:16][CH3:17])=[CH:10][CH:11]=[CH:12][C:13]=3[O:14][CH:20]([C:21]3[CH:22]=[CH:23][CH:24]=[CH:25][CH:26]=3)[C:4]=2[CH:3]=1, predict the reactants needed to synthesize it. The reactants are: [NH2:1][C:2]1[CH:7]=[CH:6][C:5]([C:8]2[C:13]([O:14]C)=[CH:12][CH:11]=[CH:10][C:9]=2[O:16][CH2:17]OC)=[C:4]([CH:20](O)[C:21]2[CH:26]=[CH:25][CH:24]=[CH:23][CH:22]=2)[CH:3]=1.Cl.